Dataset: Full USPTO retrosynthesis dataset with 1.9M reactions from patents (1976-2016). Task: Predict the reactants needed to synthesize the given product. (1) Given the product [F:8][C:7]1[C:2]([NH:23][NH2:24])=[N:3][C:4]([O:9][CH2:10][C:11]2[CH:16]=[CH:15][CH:14]=[C:13]([O:17][CH3:18])[CH:12]=2)=[N:5][CH:6]=1, predict the reactants needed to synthesize it. The reactants are: Cl[C:2]1[C:7]([F:8])=[CH:6][N:5]=[C:4]([O:9][CH2:10][C:11]2[CH:16]=[CH:15][CH:14]=[C:13]([O:17][CH3:18])[CH:12]=2)[N:3]=1.CCO.O.[NH2:23][NH2:24]. (2) Given the product [NH2:1][C:2]1[N:3]=[CH:4][C:5]([C@@H:8]2[CH2:12][CH2:11][C@@H:10]([OH:13])[CH2:9]2)=[N:6][C:7]=1[Br:21], predict the reactants needed to synthesize it. The reactants are: [NH2:1][C:2]1[N:3]=[CH:4][C:5]([C@@H:8]2[CH2:12][CH2:11][C@H:10]([OH:13])[CH2:9]2)=[N:6][CH:7]=1.C1C(=O)N([Br:21])C(=O)C1.O. (3) Given the product [O:1]1[CH:5]=[CH:4][CH:3]=[C:2]1/[CH:6]=[C:11](\[CH2:12][CH2:13][CH2:14][CH2:15][CH3:16])/[C:9](=[O:8])[CH3:10], predict the reactants needed to synthesize it. The reactants are: [O:1]1[CH:5]=[CH:4][CH:3]=[C:2]1[CH:6]=O.[O:8]=[C:9]([CH:11](P(=O)(OCC)OCC)[CH2:12][CH2:13][CH2:14][CH2:15][CH3:16])[CH3:10]. (4) Given the product [F:39][C:10]([F:9])([F:38])[C:11]1[CH:12]=[CH:13][C:14]([CH2:15][O:16][C:17]2[CH:18]=[C:19]([CH:33]=[CH:34][CH:35]=2)[C:20]([NH:22][C:23]2[CH:28]=[CH:27][CH:26]=[CH:25][C:24]=2[S:29]([NH:30][C:1](=[O:7])[CH2:2][CH2:3][CH2:4][CH2:5][CH3:6])(=[O:31])=[O:32])=[O:21])=[CH:36][CH:37]=1, predict the reactants needed to synthesize it. The reactants are: [C:1](Cl)(=[O:7])[CH2:2][CH2:3][CH2:4][CH2:5][CH3:6].[F:9][C:10]([F:39])([F:38])[C:11]1[CH:37]=[CH:36][C:14]([CH2:15][O:16][C:17]2[CH:18]=[C:19]([CH:33]=[CH:34][CH:35]=2)[C:20]([NH:22][C:23]2[CH:28]=[CH:27][CH:26]=[CH:25][C:24]=2[S:29](=[O:32])(=[O:31])[NH2:30])=[O:21])=[CH:13][CH:12]=1. (5) Given the product [ClH:21].[NH2:1][C@@H:2]([C:5]1[CH:17]=[CH:16][C:8]([C:9]([O:11][C:12]([CH3:14])([CH3:15])[CH3:13])=[O:10])=[C:7]([N+:18]([O-:20])=[O:19])[CH:6]=1)[CH2:3][CH3:4], predict the reactants needed to synthesize it. The reactants are: [NH2:1][C@@H:2]([C:5]1[CH:17]=[CH:16][C:8]([C:9]([O:11][C:12]([CH3:15])([CH3:14])[CH3:13])=[O:10])=[C:7]([N+:18]([O-:20])=[O:19])[CH:6]=1)[CH2:3][CH3:4].[ClH:21].C(OCC)(=O)C. (6) Given the product [C:36]([Cl:35])(=[O:38])[O:1][CH2:2][CH2:3][CH2:4][NH:5][C:6](=[O:28])[CH2:7][CH2:8]/[CH:9]=[CH:10]\[CH2:11]/[CH:12]=[CH:13]\[CH2:14]/[CH:15]=[CH:16]\[CH2:17]/[CH:18]=[CH:19]\[CH2:20]/[CH:21]=[CH:22]\[CH2:23]/[CH:24]=[CH:25]\[CH2:26][CH3:27], predict the reactants needed to synthesize it. The reactants are: [OH:1][CH2:2][CH2:3][CH2:4][NH:5][C:6](=[O:28])[CH2:7][CH2:8]/[CH:9]=[CH:10]\[CH2:11]/[CH:12]=[CH:13]\[CH2:14]/[CH:15]=[CH:16]\[CH2:17]/[CH:18]=[CH:19]\[CH2:20]/[CH:21]=[CH:22]\[CH2:23]/[CH:24]=[CH:25]\[CH2:26][CH3:27].N1C=CC=CC=1.[Cl:35][C:36](Cl)([O:38]C(=O)OC(Cl)(Cl)Cl)Cl. (7) Given the product [Cl:25][C:24]1[CH:23]=[CH:22][C:21]([NH:26][S:27]([CH2:30][CH2:31][CH3:32])(=[O:28])=[O:29])=[C:20]([F:33])[C:19]=1[NH:18][C:9]([NH:8][C:4]1[CH:3]=[C:2]([Cl:1])[N:7]=[CH:6][N:5]=1)=[O:17], predict the reactants needed to synthesize it. The reactants are: [Cl:1][C:2]1[N:7]=[CH:6][N:5]=[C:4]([NH:8][C:9](=[O:17])OC2C=CC=CC=2)[CH:3]=1.[NH2:18][C:19]1[C:20]([F:33])=[C:21]([NH:26][S:27]([CH2:30][CH2:31][CH3:32])(=[O:29])=[O:28])[CH:22]=[CH:23][C:24]=1[Cl:25].